This data is from Forward reaction prediction with 1.9M reactions from USPTO patents (1976-2016). The task is: Predict the product of the given reaction. The product is: [C:1]([C:9]1[CH:15]=[C:14]2[C:12](=[CH:11][C:10]=1[OH:16])[O:13][C:17](=[O:20])[CH2:18][CH2:19]2)([CH2:4][C:5]([CH3:8])([CH3:7])[CH3:6])([CH3:2])[CH3:3]. Given the reactants [C:1]([C:9]1[CH:15]=[CH:14][C:12]([OH:13])=[CH:11][C:10]=1[OH:16])([CH2:4][C:5]([CH3:8])([CH3:7])[CH3:6])([CH3:3])[CH3:2].[C:17](O)(=[O:20])[CH:18]=[CH2:19], predict the reaction product.